This data is from Catalyst prediction with 721,799 reactions and 888 catalyst types from USPTO. The task is: Predict which catalyst facilitates the given reaction. Reactant: [F:1][C:2]1[CH:11]=[CH:10][C:9]([O:12][CH3:13])=[C:8]2[C:3]=1[CH2:4][CH2:5][CH2:6][O:7]2.C([Li])CCC.[CH:19](N1CCOCC1)=[O:20].Cl. Product: [F:1][C:2]1[C:11]([CH:19]=[O:20])=[CH:10][C:9]([O:12][CH3:13])=[C:8]2[C:3]=1[CH2:4][CH2:5][CH2:6][O:7]2. The catalyst class is: 1.